Dataset: M1 muscarinic receptor antagonist screen with 61,756 compounds. Task: Binary Classification. Given a drug SMILES string, predict its activity (active/inactive) in a high-throughput screening assay against a specified biological target. (1) The drug is O1C(CCC1)CNc1ncnc2n(ncc12)c1ccccc1. The result is 0 (inactive). (2) The compound is O1CCN(c2n3nnnc3nc3c2CCCC3)CC1. The result is 0 (inactive). (3) The compound is O=C(N1CCN(CC1)c1ncccn1)C1(NC(=O)Nc2ccccc2)CCCCC1. The result is 0 (inactive). (4) The drug is O=C(N1CCN(CC1)c1ncccc1)Cc1ccc(OC)cc1. The result is 0 (inactive). (5) The drug is O=C1N(CCC1)CN(c1c(OC)cccc1)C(=O)c1cc(OC)c(OC)cc1. The result is 0 (inactive). (6) The molecule is s1c(C(=O)Nc2cc(NC(=O)c3occc3)ccc2)ccc1. The result is 0 (inactive).